This data is from Reaction yield outcomes from USPTO patents with 853,638 reactions. The task is: Predict the reaction yield, written as a fraction of the theoretical maximum amount of product (1.0 means a 100% yield; for example, 0.34 means a 34% yield). (1) The reactants are [CH:1]([N:4]([CH:18]([CH3:20])[CH3:19])[C:5]([N:7]1[C:11]2[CH:12]=[C:13]([CH3:17])[C:14]([CH3:16])=[CH:15][C:10]=2[N:9]=[CH:8]1)=[O:6])([CH3:3])[CH3:2].[Li]CCCC.Cl[P:27]([CH:31]([CH3:33])[CH3:32])[CH:28]([CH3:30])[CH3:29]. No catalyst specified. The product is [CH:28]([P:27]([CH:31]([CH3:33])[CH3:32])[C:8]1[N:7]([C:5]([N:4]([CH:1]([CH3:3])[CH3:2])[CH:18]([CH3:20])[CH3:19])=[O:6])[C:11]2[CH:12]=[C:13]([CH3:17])[C:14]([CH3:16])=[CH:15][C:10]=2[N:9]=1)([CH3:30])[CH3:29]. The yield is 0.570. (2) The reactants are [Cl:1][C:2]1[CH:7]=[CH:6][C:5]([CH:8]([NH:12][C:13]2[NH:14][N:15]3[C:22]([CH:23]4[CH2:28][CH2:27][NH:26][CH2:25][CH2:24]4)=[N:21][CH:20]=[C:16]3[C:17](=[O:19])[N:18]=2)[CH2:9][CH2:10][OH:11])=[CH:4][CH:3]=1.[CH3:29][C:30]([O:33][C:34](O[C:34]([O:33][C:30]([CH3:32])([CH3:31])[CH3:29])=[O:35])=[O:35])([CH3:32])[CH3:31]. The catalyst is C(Cl)Cl. The product is [Cl:1][C:2]1[CH:7]=[CH:6][C:5]([CH:8]([NH:12][C:13]2[NH:14][N:15]3[C:22]([CH:23]4[CH2:28][CH2:27][N:26]([C:34]([O:33][C:30]([CH3:32])([CH3:31])[CH3:29])=[O:35])[CH2:25][CH2:24]4)=[N:21][CH:20]=[C:16]3[C:17](=[O:19])[N:18]=2)[CH2:9][CH2:10][OH:11])=[CH:4][CH:3]=1. The yield is 0.625. (3) The reactants are [CH2:1]([N:8]1[CH2:13][CH2:12][N:11]2[N:14]=[C:15]([CH2:17][OH:18])[CH:16]=[C:10]2[C:9]1=[O:19])[C:2]1[CH:7]=[CH:6][CH:5]=[CH:4][CH:3]=1.Cl[C:21]1[CH:26]=[CH:25][CH:24]=[CH:23][N:22]=1.C(=O)([O-])[O-].[Cs+].[Cs+].C(P(C(C)(C)C)C1C=CC=CC=1C1C=CC=CC=1)(C)(C)C. The catalyst is C1(C)C=CC=CC=1.C([O-])(=O)C.[Pd+2].C([O-])(=O)C. The product is [CH2:1]([N:8]1[CH2:13][CH2:12][N:11]2[N:14]=[C:15]([CH2:17][O:18][C:21]3[CH:26]=[CH:25][CH:24]=[CH:23][N:22]=3)[CH:16]=[C:10]2[C:9]1=[O:19])[C:2]1[CH:3]=[CH:4][CH:5]=[CH:6][CH:7]=1. The yield is 0.595. (4) The reactants are [CH3:1][C:2]1([CH:10]2[CH2:15][CH2:14][CH:13]([OH:16])[CH2:12][CH2:11]2)[O:7][CH2:6][C:5]([CH3:9])([CH3:8])[CH2:4][O:3]1.C[N+]1([O-])CCOCC1.[O-]S([O-])(=S)=O.[Na+].[Na+]. The catalyst is CC#N.CCC[N+](CCC)(CCC)CCC.[O-][Ru](=O)(=O)=O. The product is [CH3:1][C:2]1([CH:10]2[CH2:15][CH2:14][C:13](=[O:16])[CH2:12][CH2:11]2)[O:3][CH2:4][C:5]([CH3:8])([CH3:9])[CH2:6][O:7]1. The yield is 0.850. (5) The reactants are [CH3:1][O:2][C:3]1[CH:9]=[CH:8][C:7]([N+:10]([O-:12])=[O:11])=[CH:6][C:4]=1[NH2:5].C(N(CC)CC)C.[C:20](Cl)(=[O:23])[CH2:21][CH3:22]. The catalyst is ClCCl. The product is [CH3:1][O:2][C:3]1[CH:9]=[CH:8][C:7]([N+:10]([O-:12])=[O:11])=[CH:6][C:4]=1[NH:5][C:20](=[O:23])[CH2:21][CH3:22]. The yield is 0.980.